Dataset: Forward reaction prediction with 1.9M reactions from USPTO patents (1976-2016). Task: Predict the product of the given reaction. Given the reactants [CH2:1]1[CH2:5][O:4][C:3]2[CH:6]=[CH:7][C:8]3[CH2:9][CH2:10][CH:11]([CH2:13][CH2:14][NH2:15])[C:12]=3[C:2]1=2.[CH3:16][C@H:17]([C:28]([OH:30])=[O:29])[C:18]1[CH:23]=[CH:22][C:21]([CH2:24][CH:25]([CH3:27])[CH3:26])=[CH:20][CH:19]=1, predict the reaction product. The product is: [CH2:1]1[CH2:5][O:4][C:3]2[CH:6]=[CH:7][C:8]3[CH2:9][CH2:10][C@@H:11]([CH2:13][CH2:14][NH2:15])[C:12]=3[C:2]1=2.[CH2:24]([C:21]1[CH:20]=[CH:19][C:18]([C@H:17]([CH3:16])[C:28]([OH:30])=[O:29])=[CH:23][CH:22]=1)[CH:25]([CH3:27])[CH3:26].